From a dataset of Carcinogenicity classification data from Lagunin et al.. Regression/Classification. Given a drug SMILES string, predict its toxicity properties. Task type varies by dataset: regression for continuous values (e.g., LD50, hERG inhibition percentage) or binary classification for toxic/non-toxic outcomes (e.g., AMES mutagenicity, cardiotoxicity, hepatotoxicity). Dataset: carcinogens_lagunin. (1) The compound is CCC(OC(C)=O)C(CC(C)N(C)C)(c1ccccc1)c1ccccc1. The result is 1 (carcinogenic). (2) The compound is COc1cc(-c2ccc(/N=N/c3ccc4c(S(=O)(=O)O)cc(S(=O)(=O)O)c(N)c4c3O)c(OC)c2)ccc1/N=N/c1ccc2c(S(=O)(=O)O)cc(S(=O)(=O)O)c(N)c2c1O. The result is 0 (non-carcinogenic). (3) The molecule is CCN(Cc1cccc(S(=O)(=O)O)c1)c1ccc(C(=C2C=CC(=[N+](CC)Cc3cccc(S(=O)(=O)[O-])c3)C=C2)c2ccc(O)cc2S(=O)(=O)O)cc1. The result is 1 (carcinogenic). (4) The drug is N=C(N)NCc1cccc(I)c1. The result is 0 (non-carcinogenic). (5) The result is 0 (non-carcinogenic). The drug is C[C@@H]1NCCc2cc(O)c(O)cc21. (6) The drug is Cc1c(N(C)CS(=O)(=O)O)c(=O)n(-c2ccccc2)n1C. The result is 1 (carcinogenic).